Dataset: Full USPTO retrosynthesis dataset with 1.9M reactions from patents (1976-2016). Task: Predict the reactants needed to synthesize the given product. (1) Given the product [OH:22][CH:21]([C:18]1[CH:17]=[CH:16][C:15]([N+:12]([O-:14])=[O:13])=[CH:20][CH:19]=1)[CH2:23][NH:11][S:8]([C:5]1[CH:4]=[CH:3][C:2]([CH3:1])=[CH:7][CH:6]=1)(=[O:10])=[O:9], predict the reactants needed to synthesize it. The reactants are: [CH3:1][C:2]1[CH:7]=[CH:6][C:5]([S:8]([NH2:11])(=[O:10])=[O:9])=[CH:4][CH:3]=1.[N+:12]([C:15]1[CH:20]=[CH:19][C:18]([CH:21]2[CH2:23][O:22]2)=[CH:17][CH:16]=1)([O-:14])=[O:13].C(=O)([O-])[O-].[K+].[K+].C(Cl)Cl. (2) Given the product [Cl:1][C:2]1[CH:17]=[CH:16][C:5]2=[C:6]([CH:14]=[O:15])[CH:7]=[C:8]3[C:13]([CH:12]=[N:11][CH:10]=[CH:9]3)=[C:4]2[CH:3]=1, predict the reactants needed to synthesize it. The reactants are: [Cl:1][C:2]1[CH:17]=[CH:16][C:5]2=[C:6]([CH2:14][OH:15])[CH:7]=[C:8]3[C:13]([CH:12]=[N:11][CH:10]=[CH:9]3)=[C:4]2[CH:3]=1.CC(OI1(OC(C)=O)(OC(C)=O)OC(=O)C2C=CC=CC1=2)=O. (3) Given the product [CH2:11]([N:6]1[CH2:7][C@@H:8]([N:24]([CH2:23][C:22]2[CH:21]=[C:20]([C:19]([F:33])([F:34])[F:18])[CH:28]=[C:27]([C:29]([F:32])([F:31])[F:30])[CH:26]=2)[CH3:25])[CH2:9][C@H:5]1[C:3]([N:44]1[CH2:45][CH2:46][N:41]([C:37]2[CH:36]=[C:35]([CH3:47])[CH:40]=[CH:39][CH:38]=2)[CH2:42][CH2:43]1)=[O:4])[C:12]1[CH:17]=[CH:16][CH:15]=[CH:14][CH:13]=1, predict the reactants needed to synthesize it. The reactants are: CO[C:3]([CH:5]1[CH2:9][C:8](=O)[CH2:7][N:6]1[CH2:11][C:12]1[CH:17]=[CH:16][CH:15]=[CH:14][CH:13]=1)=[O:4].[F:18][C:19]([F:34])([F:33])[C:20]1[CH:21]=[C:22]([CH:26]=[C:27]([C:29]([F:32])([F:31])[F:30])[CH:28]=1)[CH2:23][NH:24][CH3:25].[C:35]1([CH3:47])[CH:40]=[CH:39][CH:38]=[C:37]([N:41]2[CH2:46][CH2:45][NH:44][CH2:43][CH2:42]2)[CH:36]=1. (4) The reactants are: [Br:1][C:2]1[CH:3]=[N:4][CH:5]=[C:6]([CH:10]=1)[C:7](O)=[O:8].CN1C(=O)CCC1.Cl.[CH3:19][NH:20][O:21][CH3:22].C(Cl)CCl. Given the product [Br:1][C:2]1[CH:10]=[C:6]([C:7]([N:20]([O:21][CH3:22])[CH3:19])=[O:8])[CH:5]=[N:4][CH:3]=1, predict the reactants needed to synthesize it. (5) Given the product [O:51]1[CH2:56][CH2:55][O:54][CH2:53][CH:52]1[C:57]1[C:65]2[S:64][C:63]([NH:66][C:12](=[O:14])[C:11]3[CH:15]=[CH:16][N:17]=[C:9]([CH2:8][O:7][CH:4]4[CH2:3][CH2:2][O:1][CH2:6][CH2:5]4)[CH:10]=3)=[N:62][C:61]=2[C:60]([O:67][CH3:68])=[CH:59][CH:58]=1, predict the reactants needed to synthesize it. The reactants are: [O:1]1[CH2:6][CH2:5][CH:4]([O:7][CH2:8][C:9]2[CH:10]=[C:11]([CH:15]=[CH:16][N:17]=2)[C:12]([OH:14])=O)[CH2:3][CH2:2]1.CN(C(ON1N=NC2C=CC=NC1=2)=[N+](C)C)C.F[P-](F)(F)(F)(F)F.C(N(C(C)C)C(C)C)C.[O:51]1[CH2:56][CH2:55][O:54][CH2:53][CH:52]1[C:57]1[C:65]2[S:64][C:63]([NH2:66])=[N:62][C:61]=2[C:60]([O:67][CH3:68])=[CH:59][CH:58]=1. (6) Given the product [Cl:1][C:2]1[C:9]([OH:10])=[C:8]([O:11][CH3:12])[CH:7]=[CH:6][C:3]=1/[CH:4]=[CH:14]/[C:15]([OH:17])=[O:16], predict the reactants needed to synthesize it. The reactants are: [Cl:1][C:2]1[C:9]([OH:10])=[C:8]([O:11][CH3:12])[CH:7]=[CH:6][C:3]=1[CH:4]=O.C(O)(=O)[CH2:14][C:15]([OH:17])=[O:16].N1CCCCC1.